From a dataset of Full USPTO retrosynthesis dataset with 1.9M reactions from patents (1976-2016). Predict the reactants needed to synthesize the given product. (1) Given the product [F:23][C:24]1[CH:25]=[C:26]2[C:30](=[CH:31][C:32]=1[NH:33][CH2:34][C:35]1[CH:40]=[CH:39][C:38]([F:41])=[CH:37][CH:36]=1)[NH:29][C:28](=[O:42])/[C:27]/2=[CH:21]\[C:3]1[NH:4][C:5]2[CH2:11][CH2:10][CH2:9][N:8]([CH2:12][CH2:13][N:14]3[CH2:15][CH2:16][O:17][CH2:18][CH2:19]3)[C:7](=[O:20])[C:6]=2[C:2]=1[CH3:1], predict the reactants needed to synthesize it. The reactants are: [CH3:1][C:2]1[C:6]2[C:7](=[O:20])[N:8]([CH2:12][CH2:13][N:14]3[CH2:19][CH2:18][O:17][CH2:16][CH2:15]3)[CH2:9][CH2:10][CH2:11][C:5]=2[NH:4][C:3]=1[CH:21]=O.[F:23][C:24]1[CH:25]=[C:26]2[C:30](=[CH:31][C:32]=1[NH:33][CH2:34][C:35]1[CH:40]=[CH:39][C:38]([F:41])=[CH:37][CH:36]=1)[NH:29][C:28](=[O:42])[CH2:27]2. (2) The reactants are: C([O:3][C:4]([C:6]1([C:9]2[CH:14]=[CH:13][C:12]([C:15]3[CH:20]=[CH:19][C:18]([C:21]4[S:22][C:23]([F:40])=[CH:24][C:25]=4[NH:26][C:27]([O:29][CH:30]([C:32]4[CH:37]=[CH:36][C:35]([F:38])=[CH:34][C:33]=4[CH3:39])[CH3:31])=[O:28])=[CH:17][C:16]=3[O:41][CH3:42])=[CH:11][CH:10]=2)[CH2:8][CH2:7]1)=[O:5])C.[OH-].[Na+].Cl. Given the product [F:40][C:23]1[S:22][C:21]([C:18]2[CH:19]=[CH:20][C:15]([C:12]3[CH:13]=[CH:14][C:9]([C:6]4([C:4]([OH:5])=[O:3])[CH2:8][CH2:7]4)=[CH:10][CH:11]=3)=[C:16]([O:41][CH3:42])[CH:17]=2)=[C:25]([NH:26][C:27]([O:29][CH:30]([C:32]2[CH:37]=[CH:36][C:35]([F:38])=[CH:34][C:33]=2[CH3:39])[CH3:31])=[O:28])[CH:24]=1, predict the reactants needed to synthesize it. (3) Given the product [F:1][C:2]1[CH:7]=[C:6]([I:8])[CH:5]=[CH:4][C:3]=1[N:9]1[C:14]2[N:15]([CH3:29])[C:16](=[O:28])[C:17]([CH3:27])=[C:18]([NH:33][C:34]3[CH:35]=[C:36]([NH:40][S:41]([CH3:44])(=[O:43])=[O:42])[CH:37]=[CH:38][CH:39]=3)[C:13]=2[C:12](=[O:30])[N:11]([CH3:31])[C:10]1=[O:32], predict the reactants needed to synthesize it. The reactants are: [F:1][C:2]1[CH:7]=[C:6]([I:8])[CH:5]=[CH:4][C:3]=1[N:9]1[C:14]2[N:15]([CH3:29])[C:16](=[O:28])[C:17]([CH3:27])=[C:18](OS(C(F)(F)F)(=O)=O)[C:13]=2[C:12](=[O:30])[N:11]([CH3:31])[C:10]1=[O:32].[NH2:33][C:34]1[CH:35]=[C:36]([NH:40][S:41]([CH3:44])(=[O:43])=[O:42])[CH:37]=[CH:38][CH:39]=1.CN(C)C(=O)C.N1C(C)=CC=CC=1C. (4) Given the product [Cl:1][C:2]1[CH:3]=[C:4]2[C:9](=[CH:10][CH:11]=1)[C:8](=[O:12])[N:7]([CH3:13])[C:6]([CH2:14][OH:15])=[C:5]2[O:17][CH3:18], predict the reactants needed to synthesize it. The reactants are: [Cl:1][C:2]1[CH:3]=[C:4]2[C:9](=[CH:10][CH:11]=1)[C:8](=[O:12])[N:7]([CH3:13])[C:6]([C:14](O)=[O:15])=[C:5]2[O:17][CH3:18].C(Cl)(=O)C(Cl)=O.[BH4-].[Na+].Cl. (5) Given the product [CH2:1]([O:8][C:9]1[C:14]2[N:15]([CH3:18])[CH:16]=[N:17][C:13]=2[CH:12]=[C:11]([C:36]2[CH:35]=[CH:34][C:33]([O:40][CH3:39])=[C:38]([O:23][CH3:20])[CH:37]=2)[N:10]=1)[C:2]1[CH:7]=[CH:6][CH:5]=[CH:4][CH:3]=1, predict the reactants needed to synthesize it. The reactants are: [CH2:1]([O:8][C:9]1[C:14]2[N:15]([CH3:18])[CH:16]=[N:17][C:13]=2[CH:12]=[C:11](Cl)[N:10]=1)[C:2]1[CH:7]=[CH:6][CH:5]=[CH:4][CH:3]=1.[C:20]([O-:23])([O-])=O.[K+].[K+].COOB([C:33]1[CH:38]=[CH:37][CH:36]=[CH:35][CH:34]=1)OOC.[C:39]([O-])(O)=[O:40].[Na+]. (6) Given the product [CH3:22][O:21][C:16]1[C:15]([O:23][CH3:24])=[CH:14][C:13]2[C:18]([CH:17]=1)=[CH:19][CH:20]=[C:11]1[C:12]=2[N:25]=[N:1][C:2]2[CH:7]=[C:6]3[O:8][CH2:9][O:10][C:5]3=[CH:4][C:3]1=2, predict the reactants needed to synthesize it. The reactants are: [NH2:1][C:2]1[CH:7]=[C:6]2[O:8][CH2:9][O:10][C:5]2=[CH:4][C:3]=1[C:11]1[CH:12]=[C:13]2[C:18](=[CH:19][CH:20]=1)[CH:17]=[C:16]([O:21][CH3:22])[C:15]([O:23][CH3:24])=[CH:14]2.[N:25]([O-])=O.[Na+].O.C(OCC)(=O)C. (7) Given the product [I:56][C:52]1[CH:51]=[CH:14][C:9]2[C:8](=[C:7]([C:65]([O:26][CH3:25])=[O:66])[C:6]3[C:11]([N:10]=2)=[CH:12][CH:13]=[C:4]([I:3])[CH:5]=3)[CH:53]=1, predict the reactants needed to synthesize it. The reactants are: [K+].[Br-].[I:3][C:4]1[CH:5]=[C:6]2[C:11](=[CH:12][CH:13]=1)[N:10]=[C:9]([C:14](OCC)=O)[CH:8]=[CH:7]2.C(N(CC)CCN[C:25](C1N=C2C=CC=CN2C=1)=[O:26])C.Cl.C(N(CC)CCNC(C1NC2C(C=1)=[CH:53][C:52]([I:56])=[CH:51]C=2)=O)C.C(N(CC)CCN[C:65](C1N=C2C=CC=CN2C=1[Sn](CCCC)(CCCC)CCCC)=[O:66])C.